Dataset: Forward reaction prediction with 1.9M reactions from USPTO patents (1976-2016). Task: Predict the product of the given reaction. (1) Given the reactants [NH2:1][C:2]1[N:3]=[C:4]2[CH:9]=[CH:8][C:7]([O:10][C:11]3[CH:12]=[C:13]([NH:17][C:18](=[O:29])[C:19]4[CH:24]=[CH:23][CH:22]=[C:21]([C:25]([F:28])([F:27])[F:26])[CH:20]=4)[CH:14]=[CH:15][CH:16]=3)=[N:6][N:5]2[CH:30]=1.[C:31](Cl)(=[O:34])[O:32][CH3:33].C(N(CC)CC)C, predict the reaction product. The product is: [CH3:33][O:32][C:31](=[O:34])[NH:1][C:2]1[N:3]=[C:4]2[CH:9]=[CH:8][C:7]([O:10][C:11]3[CH:16]=[CH:15][CH:14]=[C:13]([NH:17][C:18](=[O:29])[C:19]4[CH:24]=[CH:23][CH:22]=[C:21]([C:25]([F:28])([F:27])[F:26])[CH:20]=4)[CH:12]=3)=[N:6][N:5]2[CH:30]=1. (2) Given the reactants C(OC([N:8]1[CH2:13][CH2:12][CH:11]([C:14]2[N:18]([C:19]3[CH:24]=[CH:23][C:22]([CH:25]([CH3:27])[CH3:26])=[CH:21][CH:20]=3)[N:17]=[CH:16][C:15]=2[C:28](=[O:38])[NH:29][C:30]2[CH:35]=[C:34]([CH3:36])[CH:33]=[C:32]([CH3:37])[CH:31]=2)[CH2:10][CH2:9]1)=O)(C)(C)C.C(Cl)Cl.C(O)(C(F)(F)F)=O, predict the reaction product. The product is: [CH3:36][C:34]1[CH:35]=[C:30]([NH:29][C:28]([C:15]2[CH:16]=[N:17][N:18]([C:19]3[CH:20]=[CH:21][C:22]([CH:25]([CH3:27])[CH3:26])=[CH:23][CH:24]=3)[C:14]=2[CH:11]2[CH2:10][CH2:9][NH:8][CH2:13][CH2:12]2)=[O:38])[CH:31]=[C:32]([CH3:37])[CH:33]=1.